From a dataset of Forward reaction prediction with 1.9M reactions from USPTO patents (1976-2016). Predict the product of the given reaction. (1) Given the reactants Cl[C:2]1[CH:7]=[C:6]([Cl:8])[N:5]=[C:4]([N:9]2[C:13]3[CH:14]=[CH:15][CH:16]=[CH:17][C:12]=3[N:11]=[C:10]2[CH:18]([F:20])[F:19])[N:3]=1.[NH2:21][C:22]1[CH:23]=[N:24][CH:25]=[CH:26][CH:27]=1.[Li+].CC([N-]C(C)C)C.CC(O)=O, predict the reaction product. The product is: [Cl:8][C:6]1[N:5]=[C:4]([N:9]2[C:13]3[CH:14]=[CH:15][CH:16]=[CH:17][C:12]=3[N:11]=[C:10]2[CH:18]([F:20])[F:19])[N:3]=[C:2]([NH:21][C:22]2[CH:23]=[N:24][CH:25]=[CH:26][CH:27]=2)[CH:7]=1. (2) Given the reactants [Cl:1][C:2]1[C:7]([C:8]([O:10][CH2:11][CH3:12])=[O:9])=[CH:6][N:5]=[C:4](Cl)[CH:3]=1.[I-].[Br:15][C:16]1[CH:21]=[CH:20][C:19]([Zn+])=[C:18]([F:23])[CH:17]=1, predict the reaction product. The product is: [Br:15][C:16]1[CH:21]=[CH:20][C:19]([C:4]2[CH:3]=[C:2]([Cl:1])[C:7]([C:8]([O:10][CH2:11][CH3:12])=[O:9])=[CH:6][N:5]=2)=[C:18]([F:23])[CH:17]=1. (3) The product is: [CH3:1][O:2][C:3]1[N:4]=[CH:5][C:6]([C:13]2[CH:18]=[CH:17][C:16]([C:19]([N:21]3[CH2:25][CH2:24][CH2:23][C@H:22]3[CH2:26][N:27]3[CH2:28][CH2:29][CH2:30][CH2:31]3)=[O:20])=[CH:15][CH:14]=2)=[CH:7][CH:8]=1. Given the reactants [CH3:1][O:2][C:3]1[CH:8]=[CH:7][C:6](B(O)O)=[CH:5][N:4]=1.Br[C:13]1[CH:18]=[CH:17][C:16]([C:19]([N:21]2[CH2:25][CH2:24][CH2:23][C@H:22]2[CH2:26][N:27]2[CH2:31][CH2:30][CH2:29][CH2:28]2)=[O:20])=[CH:15][CH:14]=1, predict the reaction product. (4) Given the reactants [CH3:1][O:2][C:3]1[CH:4]=[C:5]([C:13]2[CH:22]=[C:21]3[C:16]([CH:17]=[CH:18][CH:19]=[N:20]3)=[C:15](OS(C(F)(F)F)(=O)=O)[N:14]=2)[CH:6]=[C:7]([O:11][CH3:12])[C:8]=1[O:9][CH3:10].[NH2:31][CH2:32][C@@H:33]1[O:37][C:36](=[O:38])[NH:35][CH2:34]1.C(N(C(C)C)CC)(C)C, predict the reaction product. The product is: [CH3:1][O:2][C:3]1[CH:4]=[C:5]([C:13]2[CH:22]=[C:21]3[C:16]([CH:17]=[CH:18][CH:19]=[N:20]3)=[C:15]([NH:31][CH2:32][C@@H:33]3[O:37][C:36](=[O:38])[NH:35][CH2:34]3)[N:14]=2)[CH:6]=[C:7]([O:11][CH3:12])[C:8]=1[O:9][CH3:10].